From a dataset of Full USPTO retrosynthesis dataset with 1.9M reactions from patents (1976-2016). Predict the reactants needed to synthesize the given product. (1) Given the product [Si:6]([O:13][CH2:14][C:15]1[C:16]2[N:17]([N:21]=[C:22]([C:24]([F:25])([F:26])[F:27])[CH:23]=2)[C:18]([CH:28]=[O:29])=[CH:19][CH:20]=1)([C:9]([CH3:12])([CH3:10])[CH3:11])([CH3:8])[CH3:7], predict the reactants needed to synthesize it. The reactants are: C([Li])CCC.[Si:6]([O:13][CH2:14][C:15]1[C:16]2[N:17]([N:21]=[C:22]([C:24]([F:27])([F:26])[F:25])[CH:23]=2)[CH:18]=[CH:19][CH:20]=1)([C:9]([CH3:12])([CH3:11])[CH3:10])([CH3:8])[CH3:7].[CH:28](OCC)=[O:29].[Cl-].[NH4+]. (2) Given the product [CH:35]1([NH:38][C:3](=[O:5])[CH:2]([OH:1])[CH:6]([NH:15][C:16](=[O:34])[C:17]2[CH:22]=[CH:21][CH:20]=[N:19][C:18]=2[N:23]2[CH:27]=[CH:26][C:25]([C:28]3[CH:33]=[CH:32][CH:31]=[CH:30][CH:29]=3)=[N:24]2)[CH2:7][C:8]2[CH:13]=[CH:12][C:11]([F:14])=[CH:10][CH:9]=2)[CH2:37][CH2:36]1, predict the reactants needed to synthesize it. The reactants are: [OH:1][CH:2]([CH:6]([NH:15][C:16](=[O:34])[C:17]1[CH:22]=[CH:21][CH:20]=[N:19][C:18]=1[N:23]1[CH:27]=[CH:26][C:25]([C:28]2[CH:33]=[CH:32][CH:31]=[CH:30][CH:29]=2)=[N:24]1)[CH2:7][C:8]1[CH:13]=[CH:12][C:11]([F:14])=[CH:10][CH:9]=1)[C:3]([OH:5])=O.[CH:35]1([NH2:38])[CH2:37][CH2:36]1. (3) Given the product [Cl:1][C:2]1[C:3]([F:21])=[C:4]([CH:18]=[CH:19][CH:20]=1)[CH2:5][C:6]1[C:7]([F:17])=[N:8][C:9]([F:16])=[C:10]([CH:15]=1)[C:11]([OH:13])=[O:12], predict the reactants needed to synthesize it. The reactants are: [Cl:1][C:2]1[C:3]([F:21])=[C:4]([CH:18]=[CH:19][CH:20]=1)[CH2:5][C:6]1[C:7]([F:17])=[N:8][C:9]([F:16])=[C:10]([CH:15]=1)[C:11]([O:13]C)=[O:12].[Li+].[OH-]. (4) Given the product [Br:10][C:7]1[CH:6]=[C:5]2[C:4]([C:3](=[O:18])[N:22]3[CH2:21][C:20]([CH3:25])([CH3:19])[CH2:23][NH:24][C:12]3=[N:11]2)=[CH:9][CH:8]=1, predict the reactants needed to synthesize it. The reactants are: CO[C:3](=[O:18])[C:4]1[CH:9]=[CH:8][C:7]([Br:10])=[CH:6][C:5]=1/[N:11]=[C:12]1\C(Cl)=NSS\1.[CH3:19][C:20]([CH3:25])([CH2:23][NH2:24])[CH2:21][NH2:22]. (5) Given the product [C:27]([O:31][C:32]([N:34]1[CH2:39][CH2:38][CH2:37][C@@H:36]([NH:40][C:24]([C:21]2[C:17]3[N:18]=[CH:19][N:20]=[C:15]([C:7]4[C:8]5[O:12][CH2:11][O:10][C:9]=5[CH:13]=[CH:14][C:6]=4[O:5][CH2:4][CH:1]4[CH2:3][CH2:2]4)[C:16]=3[NH:23][CH:22]=2)=[O:25])[CH2:35]1)=[O:33])([CH3:30])([CH3:28])[CH3:29], predict the reactants needed to synthesize it. The reactants are: [CH:1]1([CH2:4][O:5][C:6]2[CH:14]=[CH:13][C:9]3[O:10][CH2:11][O:12][C:8]=3[C:7]=2[C:15]2[C:16]3[NH:23][CH:22]=[C:21]([C:24](O)=[O:25])[C:17]=3[N:18]=[CH:19][N:20]=2)[CH2:3][CH2:2]1.[C:27]([O:31][C:32]([N:34]1[CH2:39][CH2:38][CH2:37][C@@H:36]([NH2:40])[CH2:35]1)=[O:33])([CH3:30])([CH3:29])[CH3:28]. (6) Given the product [CH3:24][C:23]([CH3:26])([CH3:25])[C:22](=[O:27])[CH:21]=[P:7]([C:1]1[CH:2]=[CH:3][CH:4]=[CH:5][CH:6]=1)([C:8]1[CH:13]=[CH:12][CH:11]=[CH:10][CH:9]=1)[C:14]1[CH:15]=[CH:16][CH:17]=[CH:18][CH:19]=1, predict the reactants needed to synthesize it. The reactants are: [C:1]1([P:7]([C:14]2[CH:19]=[CH:18][CH:17]=[CH:16][CH:15]=2)[C:8]2[CH:13]=[CH:12][CH:11]=[CH:10][CH:9]=2)[CH:6]=[CH:5][CH:4]=[CH:3][CH:2]=1.Br[CH2:21][C:22](=[O:27])[C:23]([CH3:26])([CH3:25])[CH3:24].C(=O)(O)[O-].[Na+]. (7) Given the product [CH2:13]([N:20]1[CH:24]=[C:23]([C:2]2[CH:7]=[CH:6][C:5]([N+:8]([O-:10])=[O:9])=[CH:4][C:3]=2[O:11][CH3:12])[CH:22]=[N:21]1)[C:14]1[CH:19]=[CH:18][CH:17]=[CH:16][CH:15]=1, predict the reactants needed to synthesize it. The reactants are: Br[C:2]1[CH:7]=[CH:6][C:5]([N+:8]([O-:10])=[O:9])=[CH:4][C:3]=1[O:11][CH3:12].[CH2:13]([N:20]1[CH:24]=[C:23](B2OC(C)(C)C(C)(C)O2)[CH:22]=[N:21]1)[C:14]1[CH:19]=[CH:18][CH:17]=[CH:16][CH:15]=1.C(=O)([O-])[O-].[Na+].[Na+].C([O-])(O)=O.[Na+].